From a dataset of Catalyst prediction with 721,799 reactions and 888 catalyst types from USPTO. Predict which catalyst facilitates the given reaction. (1) Reactant: C(OC(=O)[N:10]([C:14]1[CH:19]=[CH:18][C:17]([C:20]2[CH:21]=[CH:22][C:23]3[C:24]([CH:28]=2)=[N:25][O:26][N:27]=3)=[CH:16][CH:15]=1)[CH2:11][CH2:12][F:13])C1C=CC=CC=1. Product: [N:27]1[O:26][N:25]=[C:24]2[CH:28]=[C:20]([C:17]3[CH:16]=[CH:15][C:14]([NH:10][CH2:11][CH2:12][F:13])=[CH:19][CH:18]=3)[CH:21]=[CH:22][C:23]=12. The catalyst class is: 45. (2) Reactant: [NH2:1][C:2]1[CH:3]=[C:4]([N:8]2[C:13](=[O:14])[C:12]([CH2:15][C:16]3[CH:21]=[CH:20][CH:19]=[CH:18][CH:17]=3)=[N:11][C:10]3[CH:22]=[CH:23][CH:24]=[N:25][C:9]2=3)[CH:5]=[CH:6][CH:7]=1.[C:26]1([N:32]=[C:33]=[S:34])[CH:31]=[CH:30][CH:29]=[CH:28][CH:27]=1. Product: [CH2:15]([C:12]1[C:13](=[O:14])[N:8]([C:4]2[CH:5]=[CH:6][CH:7]=[C:2]([NH:1][C:33]([NH:32][C:26]3[CH:31]=[CH:30][CH:29]=[CH:28][CH:27]=3)=[S:34])[CH:3]=2)[C:9]2[N:25]=[CH:24][CH:23]=[CH:22][C:10]=2[N:11]=1)[C:16]1[CH:21]=[CH:20][CH:19]=[CH:18][CH:17]=1. The catalyst class is: 12.